This data is from Full USPTO retrosynthesis dataset with 1.9M reactions from patents (1976-2016). The task is: Predict the reactants needed to synthesize the given product. (1) Given the product [Cl:1][C:2]1[CH:7]=[CH:6][C:5]([CH:8]([C:26]2[CH:27]=[CH:28][C:29]([Cl:32])=[CH:30][CH:31]=2)[C:9]2[CH:10]=[C:11]3[C:16](=[CH:17][CH:18]=2)[N:15]=[N:14][CH:13]=[C:12]3[NH:19][CH:20]2[CH2:21][CH2:22][N:23]([C:34]3[CH:43]=[CH:42][C:37]([C:38]([O:40][CH3:41])=[O:39])=[CH:36][CH:35]=3)[CH2:24][CH2:25]2)=[CH:4][CH:3]=1, predict the reactants needed to synthesize it. The reactants are: [Cl:1][C:2]1[CH:7]=[CH:6][C:5]([CH:8]([C:26]2[CH:31]=[CH:30][C:29]([Cl:32])=[CH:28][CH:27]=2)[C:9]2[CH:10]=[C:11]3[C:16](=[CH:17][CH:18]=2)[N:15]=[N:14][CH:13]=[C:12]3[NH:19][CH:20]2[CH2:25][CH2:24][NH:23][CH2:22][CH2:21]2)=[CH:4][CH:3]=1.Br[C:34]1[CH:43]=[CH:42][C:37]([C:38]([O:40][CH3:41])=[O:39])=[CH:36][CH:35]=1.C1C=CC(P(C2C(C3C(P(C4C=CC=CC=4)C4C=CC=CC=4)=CC=C4C=3C=CC=C4)=C3C(C=CC=C3)=CC=2)C2C=CC=CC=2)=CC=1.C([O-])([O-])=O.[Cs+].[Cs+]. (2) Given the product [CH3:1][N:2]([CH2:3][C:4]1[O:5][C:6]2[CH:13]=[CH:12][CH:11]=[CH:10][C:7]=2[C:8]=1[CH3:9])[C:15](=[O:40])/[CH:14]=[CH:16]/[C:24]1[CH:25]=[N:26][C:27]2[NH:36][C:35](=[O:37])[C@@H:34]3[N:30]([CH2:31][CH2:32][CH2:33]3)[CH2:29][C:28]=2[CH:38]=1, predict the reactants needed to synthesize it. The reactants are: [CH3:1][NH:2][CH2:3][C:4]1[O:5][C:6]2[CH:13]=[CH:12][CH:11]=[CH:10][C:7]=2[C:8]=1[CH3:9].[CH:14](N(C(C)C)CC)([CH3:16])[CH3:15].Br[C:24]1[CH:25]=[N:26][C:27]2[NH:36][C:35](=[O:37])[C@@H:34]3[N:30]([CH2:31][CH2:32][CH2:33]3)[CH2:29][C:28]=2[CH:38]=1.O.[OH:40]N1C2C=CC=CC=2N=N1.Cl.CN(C)CCCN=C=NCC. (3) Given the product [Br:11][C:12]1[C:17]([N+:18]([O-:20])=[O:19])=[C:16]([O:10][CH:7]2[CH2:8][CH2:9][N:4]([CH3:3])[CH2:5][CH2:6]2)[C:15]([F:22])=[CH:14][N:13]=1, predict the reactants needed to synthesize it. The reactants are: [H-].[Na+].[CH3:3][N:4]1[CH2:9][CH2:8][CH:7]([OH:10])[CH2:6][CH2:5]1.[Br:11][C:12]1[C:17]([N+:18]([O-:20])=[O:19])=[C:16](Br)[C:15]([F:22])=[CH:14][N:13]=1. (4) Given the product [CH3:11][O:12][C:13]1[CH:18]=[CH:17][C:16]([NH:19][C:2]2[CH:10]=[N:9][CH:8]=[CH:7][C:3]=2[C:4]([OH:6])=[O:5])=[CH:15][CH:14]=1, predict the reactants needed to synthesize it. The reactants are: F[C:2]1[CH:10]=[N:9][CH:8]=[CH:7][C:3]=1[C:4]([OH:6])=[O:5].[CH3:11][O:12][C:13]1[CH:18]=[CH:17][C:16]([NH2:19])=[CH:15][CH:14]=1.[Li+].C[Si]([N-][Si](C)(C)C)(C)C.Cl.